This data is from Reaction yield outcomes from USPTO patents with 853,638 reactions. The task is: Predict the reaction yield, written as a fraction of the theoretical maximum amount of product (1.0 means a 100% yield; for example, 0.34 means a 34% yield). (1) The reactants are [F:1][C:2]([F:14])([F:13])[C:3]1[CH:8]=[CH:7][C:6]([CH2:9][C:10]([OH:12])=O)=[CH:5][CH:4]=1.[CH2:15]([CH2:17][NH2:18])[OH:16].Cl.CN(C)CCCN=C=NCC.ON1C2C=CC=CC=2N=N1.C(N(CC)CC)C. The catalyst is C(#N)C. The product is [OH:16][CH2:15][CH2:17][NH:18][C:10](=[O:12])[CH2:9][C:6]1[CH:5]=[CH:4][C:3]([C:2]([F:1])([F:14])[F:13])=[CH:8][CH:7]=1. The yield is 0.510. (2) The reactants are [Si]([O:8][CH2:9][CH2:10][N:11]1[CH:19]=[C:18]2[C:13]([CH2:14][CH2:15][C:16]3[C:22]4=[C:23]([NH:27][C:28]5[CH:33]=[CH:32][C:31]([O:34][CH2:35][C:36]6[CH:41]=[CH:40][CH:39]=[C:38]([F:42])[CH:37]=6)=[C:30]([Cl:43])[CH:29]=5)[N:24]=[CH:25][N:26]=[C:21]4[S:20][C:17]=32)=[N:12]1)(C(C)(C)C)(C)C.Cl. The catalyst is C1COCC1. The product is [Cl:43][C:30]1[CH:29]=[C:28]([NH:27][C:23]2[C:22]3[C:16]4[CH2:15][CH2:14][C:13]5[C:18](=[CH:19][N:11]([CH2:10][CH2:9][OH:8])[N:12]=5)[C:17]=4[S:20][C:21]=3[N:26]=[CH:25][N:24]=2)[CH:33]=[CH:32][C:31]=1[O:34][CH2:35][C:36]1[CH:41]=[CH:40][CH:39]=[C:38]([F:42])[CH:37]=1. The yield is 0.890. (3) The reactants are [CH2:1]([NH:8][C:9]1[S:10][C:11]([CH2:14][NH:15][C:16]2[CH:20]=[C:19]([C:21]3[CH:26]=[CH:25][C:24]([F:27])=[CH:23][CH:22]=3)[NH:18][N:17]=2)=[CH:12][N:13]=1)[C:2]1[CH:7]=[CH:6][CH:5]=[CH:4][CH:3]=1.CCOC(C)=O.[ClH:34]. No catalyst specified. The product is [ClH:34].[ClH:34].[CH2:1]([NH:8][C:9]1[S:10][C:11]([CH2:14][NH:15][C:16]2[CH:20]=[C:19]([C:21]3[CH:22]=[CH:23][C:24]([F:27])=[CH:25][CH:26]=3)[NH:18][N:17]=2)=[CH:12][N:13]=1)[C:2]1[CH:7]=[CH:6][CH:5]=[CH:4][CH:3]=1. The yield is 0.250. (4) The reactants are [CH:1]12[CH2:7][CH:6]([C:8]3[CH:13]=[CH:12][C:11]([NH:14][S:15]([C:18]4[CH:23]=[CH:22][C:21]([O:24][C:25]([F:28])([F:27])[F:26])=[CH:20][CH:19]=4)(=[O:17])=[O:16])=[CH:10][CH:9]=3)[CH:5]1[CH2:4][NH:3][CH2:2]2.[CH2:29](Br)[CH:30]=[CH2:31].C(N(CC)CC)C. The catalyst is CN(C)C=O. The product is [CH2:31]([N:3]1[CH2:4][C@@H:5]2[C@@H:1]([CH2:7][C@H:6]2[C:8]2[CH:9]=[CH:10][C:11]([NH:14][S:15]([C:18]3[CH:23]=[CH:22][C:21]([O:24][C:25]([F:28])([F:26])[F:27])=[CH:20][CH:19]=3)(=[O:16])=[O:17])=[CH:12][CH:13]=2)[CH2:2]1)[CH:30]=[CH2:29]. The yield is 0.460. (5) The reactants are [F:1][CH2:2][CH2:3][CH2:4][O:5][C:6]1[CH:14]=[C:13]2[C:9]([CH2:10][C:11]3([CH2:20][CH2:19][CH:18]([O:21][CH3:22])[CH2:17][CH2:16]3)[C:12]2=O)=[CH:8][CH:7]=1.[CH3:23][C:24]([S:27]([NH2:29])=[O:28])([CH3:26])[CH3:25].O. The catalyst is CC1CCCO1.CCOC(C)=O.[O-]CC.[Ti+4].[O-]CC.[O-]CC.[O-]CC. The product is [F:1][CH2:2][CH2:3][CH2:4][O:5][C:6]1[CH:14]=[C:13]2[C:9](=[CH:8][CH:7]=1)[CH2:10][C:11]1([CH2:16][CH2:17][CH:18]([O:21][CH3:22])[CH2:19][CH2:20]1)[C:12]2=[N:29][S:27]([C:24]([CH3:26])([CH3:25])[CH3:23])=[O:28]. The yield is 0.300. (6) The reactants are [C:1]([O:5][C:6]([N:8]([CH2:10][C:11]1[C:12]([F:35])=[C:13]([C:28]2[C:29]([F:34])=[N:30][CH:31]=[CH:32][CH:33]=2)[N:14]([S:16]([C:19]2[O:23][C:22]([C:24](OC)=[O:25])=[CH:21][CH:20]=2)(=[O:18])=[O:17])[CH:15]=1)[CH3:9])=[O:7])([CH3:4])([CH3:3])[CH3:2].[H-].C([Al+]CC(C)C)C(C)C.Cl. The catalyst is O1CCCC1.C1(C)C=CC=CC=1. The product is [F:35][C:12]1[C:11]([CH2:10][N:8]([CH3:9])[C:6](=[O:7])[O:5][C:1]([CH3:2])([CH3:3])[CH3:4])=[CH:15][N:14]([S:16]([C:19]2[O:23][C:22]([CH2:24][OH:25])=[CH:21][CH:20]=2)(=[O:17])=[O:18])[C:13]=1[C:28]1[C:29]([F:34])=[N:30][CH:31]=[CH:32][CH:33]=1. The yield is 0.530. (7) The reactants are [CH:1]([N:4]1[C:8]2[CH:9]=[CH:10][CH:11]=[CH:12][C:7]=2[NH:6][C:5]1=[O:13])([CH3:3])[CH3:2].[N+](C1C=C[C:20]([O:23]C(Cl)=O)=CC=1)([O-])=O.CCN(CC)CC.CC1C=CC(S(O)(=O)=O)=CC=1.[NH2:45][CH2:46][CH:47]1[CH2:52][CH2:51][N:50]([CH2:53][C:54]2([C:58]([OH:60])=[O:59])[CH2:57][CH2:56][CH2:55]2)[CH2:49][CH2:48]1. The catalyst is C(Cl)Cl. The product is [CH:1]([N:4]1[C:8]2[CH:9]=[CH:10][CH:11]=[CH:12][C:7]=2[N:6]([C:20]([NH:45][CH2:46][CH:47]2[CH2:52][CH2:51][N:50]([CH2:53][C:54]3([C:58]([OH:60])=[O:59])[CH2:57][CH2:56][CH2:55]3)[CH2:49][CH2:48]2)=[O:23])[C:5]1=[O:13])([CH3:3])[CH3:2]. The yield is 0.660.